Dataset: Experimentally validated miRNA-target interactions with 360,000+ pairs, plus equal number of negative samples. Task: Binary Classification. Given a miRNA mature sequence and a target amino acid sequence, predict their likelihood of interaction. (1) The miRNA is hsa-miR-371b-5p with sequence ACUCAAAAGAUGGCGGCACUUU. The protein sequence of the target gene is MENFRKVRSEEAPAGCGAEGGGPGSGPFADLAPGAVHMRVKEGSKIRNLMAFATASMAQPATRAIVFSGCGRATTKTVTCAEILKRRLAGLHQVTRLRYRSVREVWQSLPPGPTQGQTPGEPAASLSVLKNVPGLAILLSKDALDPRQPGYQPPNPHPGPSSPPAAPASKRSLGEPAAGEGSAKRSQPEPGVADEDQTA. Result: 0 (no interaction). (2) The miRNA is hsa-miR-6794-5p with sequence CAGGGGGACUGGGGGUGAGC. The protein sequence of the target gene is MEGLLTRCRALPALATCSRQLSGYVPCRFHHCAPRRGRRLLLSRVFQPQNLREDRVLSLQDKSDDLTCKSQRLMLQVGLIYPASPGCYHLLPYTVRAMEKLVRVIDQEMQAIGGQKVNMPSLSPAELWQATNRWDLMGKELLRLRDRHGKEYCLGPTHEEAITALIASQKKLSYKQLPFLLYQVTRKFRDEPRPRFGLLRGREFYMKDMYTFDSSPEAAQQTYSLVCDAYCSLFNKLGLPFVKVQADVGTIGGTVSHEFQLPVDIGEDRLAICPRCSFSANMETLDLSQMNCPACQGPLT.... Result: 1 (interaction).